From a dataset of HIV replication inhibition screening data with 41,000+ compounds from the AIDS Antiviral Screen. Binary Classification. Given a drug SMILES string, predict its activity (active/inactive) in a high-throughput screening assay against a specified biological target. (1) The drug is CCCc1cc(=O)oc2c3c(c4c(c12)OC(C)(C)C=C4)OC(C)C(C)C3=O. The result is 1 (active). (2) The drug is c1ccc(OCc2nnc3n2N=C(c2ccccc2)CS3)cc1. The result is 0 (inactive). (3) The compound is Cn1c(=O)c2nc(NCc3ccccc3)sc2n(C)c1=O. The result is 0 (inactive). (4) The molecule is Cc1c2c(n(CCc3ccccc3)c1C)NN=C(C#N)S2(=O)=O. The result is 0 (inactive). (5) The compound is Cc1cc(Cl)c(O)c(-c2cc(-c3cccc([N+](=O)[O-])c3)c3c(N)nc(S)nc3n2)c1. The result is 0 (inactive). (6) The result is 0 (inactive). The molecule is CCOc1cnc(C2CCC3C4CC=C5CC(OC(=O)CCC(=O)O)CCC5(C)C4CCC23C)s1. (7) The molecule is O=Cc1cn(CCCCCCCCCCCCn2cc(C=O)c3ccccc32)c2ccccc12. The result is 0 (inactive). (8) The molecule is CC1Sc2ccccc2-c2[nH]c3ccccc3c21. The result is 0 (inactive).